Dataset: Forward reaction prediction with 1.9M reactions from USPTO patents (1976-2016). Task: Predict the product of the given reaction. (1) Given the reactants [CH2:1]([S:8][C:9]1[N:18]=[C:17]2[N:11]([CH2:12][CH2:13][C:14]3[CH:30]=[CH:29][CH:28]=[CH:27][C:15]=3[CH:16]2[O:19][CH:20]2[CH2:25][CH2:24][N:23]([CH3:26])[CH2:22][CH2:21]2)[CH:10]=1)[C:2]1[CH:7]=[CH:6][CH:5]=[CH:4][CH:3]=1.[C:31]([OH:36])(=[O:35])[C:32]([OH:34])=[O:33], predict the reaction product. The product is: [C:31]([OH:36])(=[O:35])[C:32]([OH:34])=[O:33].[CH2:1]([S:8][C:9]1[N:18]=[C:17]2[N:11]([CH2:12][CH2:13][C:14]3[CH:30]=[CH:29][CH:28]=[CH:27][C:15]=3[CH:16]2[O:19][CH:20]2[CH2:25][CH2:24][N:23]([CH3:26])[CH2:22][CH2:21]2)[CH:10]=1)[C:2]1[CH:3]=[CH:4][CH:5]=[CH:6][CH:7]=1. (2) Given the reactants [F:1][C:2]([F:36])([F:35])[C:3]1[CH:4]=[C:5]([C:13]([CH3:34])([CH3:33])[C:14]([N:16]([C:18]2[CH:19]=[N:20][C:21](Cl)=[CH:22][C:23]=2[C:24]2[CH:29]=[C:28]([F:30])[CH:27]=[CH:26][C:25]=2[CH3:31])[CH3:17])=[O:15])[CH:6]=[C:7]([C:9]([F:12])([F:11])[F:10])[CH:8]=1.[CH3:37][C:38]([Si:41]([CH3:55])([CH3:54])[O:42][CH2:43][C@@H:44]1[CH2:53][N:52]2[C@H:47]([CH2:48][O:49][CH2:50][CH2:51]2)[CH2:46][NH:45]1)([CH3:40])[CH3:39].[Cl-].[OH-].[Na+], predict the reaction product. The product is: [F:1][C:2]([F:36])([F:35])[C:3]1[CH:4]=[C:5]([C:13]([CH3:34])([CH3:33])[C:14]([N:16]([C:18]2[CH:19]=[N:20][C:21]([N:45]3[C@H:44]([CH2:43][O:42][Si:41]([C:38]([CH3:40])([CH3:39])[CH3:37])([CH3:54])[CH3:55])[CH2:53][N:52]4[C@H:47]([CH2:48][O:49][CH2:50][CH2:51]4)[CH2:46]3)=[CH:22][C:23]=2[C:24]2[CH:29]=[C:28]([F:30])[CH:27]=[CH:26][C:25]=2[CH3:31])[CH3:17])=[O:15])[CH:6]=[C:7]([C:9]([F:12])([F:11])[F:10])[CH:8]=1. (3) Given the reactants [H-].[Na+].[C:3]([O:11][CH2:12][CH3:13])(=[O:10])[CH2:4][C:5]([O:7][CH2:8][CH3:9])=[O:6].[H][H].I[CH2:17][CH2:18][C:19]1[CH:28]=[CH:27][C:26]([O:29][CH3:30])=[C:25]2[C:20]=1[CH:21]=[CH:22][C:23](=[O:32])[N:24]2[CH3:31].Cl, predict the reaction product. The product is: [CH3:30][O:29][C:26]1[CH:27]=[CH:28][C:19]([CH2:18][CH2:17][CH:4]([C:5]([O:7][CH2:8][CH3:9])=[O:6])[C:3]([O:11][CH2:12][CH3:13])=[O:10])=[C:20]2[C:25]=1[N:24]([CH3:31])[C:23](=[O:32])[CH:22]=[CH:21]2. (4) Given the reactants [Li+].[OH-].[O:3]=[C:4]1[N:10]([CH:11]2[CH2:16][CH2:15][N:14]([C:17]([O:19][C@@H:20]([C:31]([O:33]C)=[O:32])[CH2:21][C:22]3[CH:27]=[C:26]([CH3:28])[C:25]([Cl:29])=[C:24]([CH3:30])[CH:23]=3)=[O:18])[CH2:13][CH2:12]2)[CH2:9][CH2:8][C:7]2[CH:35]=[CH:36][CH:37]=[CH:38][C:6]=2[NH:5]1, predict the reaction product. The product is: [O:3]=[C:4]1[N:10]([CH:11]2[CH2:16][CH2:15][N:14]([C:17]([O:19][C@@H:20]([C:31]([OH:33])=[O:32])[CH2:21][C:22]3[CH:27]=[C:26]([CH3:28])[C:25]([Cl:29])=[C:24]([CH3:30])[CH:23]=3)=[O:18])[CH2:13][CH2:12]2)[CH2:9][CH2:8][C:7]2[CH:35]=[CH:36][CH:37]=[CH:38][C:6]=2[NH:5]1. (5) Given the reactants [Br:1][C:2]1[C:10]([CH3:11])=[CH:9][C:5]([C:6]([OH:8])=[O:7])=[C:4]([F:12])[CH:3]=1.O=S(Cl)Cl.[CH3:17]O, predict the reaction product. The product is: [Br:1][C:2]1[C:10]([CH3:11])=[CH:9][C:5]([C:6]([O:8][CH3:17])=[O:7])=[C:4]([F:12])[CH:3]=1. (6) Given the reactants [Cl:1][C:2]1[CH:7]=[CH:6][C:5]([OH:8])=[CH:4][C:3]=1[N+:9]([O-:11])=[O:10].[CH3:12][C:13]1[CH:14]=[C:15]([NH:22][C:23]([C:25]2([CH3:28])[CH2:27][O:26]2)=[O:24])[CH:16]=[CH:17][C:18]=1[N+:19]([O-:21])=[O:20], predict the reaction product. The product is: [Cl:1][C:2]1[CH:7]=[CH:6][C:5]([O:8][CH2:28][C:25]([OH:26])([CH3:27])[C:23]([NH:22][C:15]2[CH:16]=[CH:17][C:18]([N+:19]([O-:21])=[O:20])=[C:13]([CH3:12])[CH:14]=2)=[O:24])=[CH:4][C:3]=1[N+:9]([O-:11])=[O:10]. (7) The product is: [F:22][C:19]1[CH:20]=[CH:21][C:16]([CH2:15][NH:1][CH2:2][C:3]2[NH:4][C:5](=[O:13])[C:6]3[CH2:12][O:11][CH2:10][CH2:9][C:7]=3[N:8]=2)=[CH:17][CH:18]=1. Given the reactants [NH2:1][CH2:2][C:3]1[NH:4][C:5](=[O:13])[C:6]2[CH2:12][O:11][CH2:10][CH2:9][C:7]=2[N:8]=1.Br[CH2:15][C:16]1[CH:21]=[CH:20][C:19]([F:22])=[CH:18][CH:17]=1.CCCCCC.CO, predict the reaction product.